Dataset: Catalyst prediction with 721,799 reactions and 888 catalyst types from USPTO. Task: Predict which catalyst facilitates the given reaction. Reactant: C(OC(=O)[NH:7][CH2:8][CH:9]([C:11]1[CH:16]=[CH:15][C:14]([C:17](=[O:26])[NH:18][CH2:19][C:20]2[CH:25]=[CH:24][CH:23]=[CH:22][CH:21]=2)=[CH:13][N:12]=1)[OH:10])(C)(C)C.[ClH:28].O1CCOCC1. Product: [ClH:28].[ClH:28].[NH2:7][CH2:8][CH:9]([C:11]1[CH:16]=[CH:15][C:14]([C:17]([NH:18][CH2:19][C:20]2[CH:25]=[CH:24][CH:23]=[CH:22][CH:21]=2)=[O:26])=[CH:13][N:12]=1)[OH:10]. The catalyst class is: 25.